From a dataset of NCI-60 drug combinations with 297,098 pairs across 59 cell lines. Regression. Given two drug SMILES strings and cell line genomic features, predict the synergy score measuring deviation from expected non-interaction effect. Drug 1: CC1OCC2C(O1)C(C(C(O2)OC3C4COC(=O)C4C(C5=CC6=C(C=C35)OCO6)C7=CC(=C(C(=C7)OC)O)OC)O)O. Drug 2: CC1=C2C(C(=O)C3(C(CC4C(C3C(C(C2(C)C)(CC1OC(=O)C(C(C5=CC=CC=C5)NC(=O)OC(C)(C)C)O)O)OC(=O)C6=CC=CC=C6)(CO4)OC(=O)C)O)C)O. Cell line: PC-3. Synergy scores: CSS=14.6, Synergy_ZIP=-12.6, Synergy_Bliss=-13.0, Synergy_Loewe=-12.9, Synergy_HSA=-9.95.